Regression. Given two drug SMILES strings and cell line genomic features, predict the synergy score measuring deviation from expected non-interaction effect. From a dataset of NCI-60 drug combinations with 297,098 pairs across 59 cell lines. Drug 1: CC1=C(C=C(C=C1)C(=O)NC2=CC(=CC(=C2)C(F)(F)F)N3C=C(N=C3)C)NC4=NC=CC(=N4)C5=CN=CC=C5. Drug 2: C(CN)CNCCSP(=O)(O)O. Cell line: HOP-92. Synergy scores: CSS=6.84, Synergy_ZIP=-3.72, Synergy_Bliss=-2.14, Synergy_Loewe=-10.9, Synergy_HSA=-5.56.